From a dataset of Peptide-MHC class I binding affinity with 185,985 pairs from IEDB/IMGT. Regression. Given a peptide amino acid sequence and an MHC pseudo amino acid sequence, predict their binding affinity value. This is MHC class I binding data. (1) The peptide sequence is FIVEHINAM. The MHC is HLA-B08:02 with pseudo-sequence HLA-B08:02. The binding affinity (normalized) is 0.0847. (2) The peptide sequence is WAIQCYTGV. The MHC is HLA-A02:01 with pseudo-sequence HLA-A02:01. The binding affinity (normalized) is 0.0847.